This data is from Reaction yield outcomes from USPTO patents with 853,638 reactions. The task is: Predict the reaction yield, written as a fraction of the theoretical maximum amount of product (1.0 means a 100% yield; for example, 0.34 means a 34% yield). (1) The reactants are [N:1]1([CH2:7][CH2:8][NH2:9])[CH2:6][CH2:5][O:4][CH2:3][CH2:2]1.Cl[C:11]1[N:12]=[N+:13]([O-:24])[C:14]2[CH:20]=[CH:19][C:18]([CH:21]([CH3:23])[CH3:22])=[CH:17][C:15]=2[N:16]=1. The catalyst is COCCOC. The product is [CH:21]([C:18]1[CH:19]=[CH:20][C:14]2[N+:13]([O-:24])=[N:12][C:11]([NH:9][CH2:8][CH2:7][N:1]3[CH2:6][CH2:5][O:4][CH2:3][CH2:2]3)=[N:16][C:15]=2[CH:17]=1)([CH3:23])[CH3:22]. The yield is 0.990. (2) The reactants are [Cl:1][CH2:2][C:3](Cl)=[O:4].[NH2:6][C:7]1[CH:11]=[CH:10][S:9][C:8]=1[C:12]([NH:14][C:15]1[CH:20]=[CH:19][CH:18]=[CH:17][C:16]=1[CH3:21])=[O:13].C(N(CC)CC)C.O. The catalyst is C(Cl)Cl. The product is [Cl:1][CH2:2][C:3]([NH:6][C:7]1[CH:11]=[CH:10][S:9][C:8]=1[C:12]([NH:14][C:15]1[CH:20]=[CH:19][CH:18]=[CH:17][C:16]=1[CH3:21])=[O:13])=[O:4]. The yield is 0.800. (3) The reactants are [Cl:1][C:2]1[N:3]=[C:4](Cl)[C:5]2[CH:10]=[CH:9][N:8]([CH2:11][O:12][CH2:13][CH2:14][Si:15]([CH3:18])([CH3:17])[CH3:16])[C:6]=2[N:7]=1.[OH-:20].[K+]. The catalyst is O1CCCC1. The product is [Cl:1][C:2]1[NH:3][C:4](=[O:20])[C:5]2[CH:10]=[CH:9][N:8]([CH2:11][O:12][CH2:13][CH2:14][Si:15]([CH3:18])([CH3:17])[CH3:16])[C:6]=2[N:7]=1. The yield is 0.169. (4) The reactants are C[O:2][C:3]([C:5]1[S:6][C:7]([C:10]2([CH2:15][O:16][C:17]3[CH:22]=[C:21]([CH3:23])[C:20]([C:24]4[CH:29]=[CH:28][C:27]([C:30]([F:33])([F:32])[F:31])=[CH:26][CH:25]=4)=[C:19]([CH3:34])[CH:18]=3)[CH2:14][CH:13]=[CH:12][CH2:11]2)=[CH:8][CH:9]=1)=[O:4].[Li+].[OH-].Cl. The catalyst is C1COCC1. The product is [CH3:34][C:19]1[CH:18]=[C:17]([O:16][CH2:15][C:10]2([C:7]3[S:6][C:5]([C:3]([OH:4])=[O:2])=[CH:9][CH:8]=3)[CH2:11][CH:12]=[CH:13][CH2:14]2)[CH:22]=[C:21]([CH3:23])[C:20]=1[C:24]1[CH:25]=[CH:26][C:27]([C:30]([F:33])([F:32])[F:31])=[CH:28][CH:29]=1. The yield is 0.900. (5) The catalyst is C1(C)C=CC=CC=1. The reactants are C[Al](C)C.[CH2:5]([N:8]1[CH2:14][CH2:13][CH2:12][N:11]([C:15]2[N:20]=[CH:19][C:18]([C:21]([O:23]C)=O)=[CH:17][N:16]=2)[CH2:10][CH2:9]1)[CH:6]=[CH2:7].[CH3:25][O:26][C:27]1[CH:28]=[C:29]([CH2:35][CH2:36][C:37]2[CH:38]=[C:39]([NH2:42])[NH:40][N:41]=2)[CH:30]=[C:31]([O:33][CH3:34])[CH:32]=1. The yield is 0.410. The product is [CH3:34][O:33][C:31]1[CH:30]=[C:29]([CH2:35][CH2:36][C:37]2[CH:38]=[C:39]([NH:42][C:21]([C:18]3[CH:19]=[N:20][C:15]([N:11]4[CH2:12][CH2:13][CH2:14][N:8]([CH2:5][CH:6]=[CH2:7])[CH2:9][CH2:10]4)=[N:16][CH:17]=3)=[O:23])[NH:40][N:41]=2)[CH:28]=[C:27]([O:26][CH3:25])[CH:32]=1.